Predict the reactants needed to synthesize the given product. From a dataset of Full USPTO retrosynthesis dataset with 1.9M reactions from patents (1976-2016). (1) Given the product [CH2:16]([O:15][C:13]([C:11]1[N:10]([CH3:18])[N:9]=[C:8]([O:7][CH:24]2[CH2:29][CH2:28][N:27]([C:30]([O:32][C:33]([CH3:36])([CH3:35])[CH3:34])=[O:31])[CH2:26][CH2:25]2)[CH:12]=1)=[O:14])[CH3:17], predict the reactants needed to synthesize it. The reactants are: C(=O)([O-])[O-].[K+].[K+].[OH:7][C:8]1[CH:12]=[C:11]([C:13]([O:15][CH2:16][CH3:17])=[O:14])[N:10]([CH3:18])[N:9]=1.CS(O[CH:24]1[CH2:29][CH2:28][N:27]([C:30]([O:32][C:33]([CH3:36])([CH3:35])[CH3:34])=[O:31])[CH2:26][CH2:25]1)(=O)=O. (2) Given the product [CH3:1][O:2][C:3](=[O:23])[CH2:4][C:5]1[CH:10]=[C:9]([Cl:11])[C:8]([O:12][C:13]2[CH:18]=[CH:17][C:16]([NH2:19])=[CH:15][CH:14]=2)=[C:7]([Cl:22])[CH:6]=1, predict the reactants needed to synthesize it. The reactants are: [CH3:1][O:2][C:3](=[O:23])[CH2:4][C:5]1[CH:10]=[C:9]([Cl:11])[C:8]([O:12][C:13]2[CH:18]=[CH:17][C:16]([N+:19]([O-])=O)=[CH:15][CH:14]=2)=[C:7]([Cl:22])[CH:6]=1. (3) The reactants are: [CH2:1]([Mg]Cl)[C:2]1[CH:7]=[CH:6][CH:5]=[CH:4][CH:3]=1.CCOCC.[C:15](=[S:17])=[S:16].[C:18]([OH:25])(=[O:24])/[CH:19]=[CH:20]/[C:21]([OH:23])=[O:22]. Given the product [C:2]1([CH2:1][C:15]([S:17][CH:20]([CH2:19][C:18]([OH:25])=[O:24])[C:21]([OH:23])=[O:22])=[S:16])[CH:7]=[CH:6][CH:5]=[CH:4][CH:3]=1, predict the reactants needed to synthesize it. (4) Given the product [CH2:1]([N:8]1[CH2:13][CH2:12][O:11][CH:10]([CH:14]=[CH:15][C:16]2[CH:17]=[C:18]([CH2:19][O:20][C:21]3[CH:26]=[CH:25][CH:24]=[CH:23][C:22]=3[CH2:27][C:28]([O:30][C:31]([CH3:34])([CH3:33])[CH3:32])=[O:29])[CH:35]=[C:36]([C:51]3[CH:52]=[CH:53][CH:54]=[C:49]([C@H:47]([NH:46][C:44]([O:43][C:39]([CH3:42])([CH3:41])[CH3:40])=[O:45])[CH3:48])[C:50]=3[F:78])[CH:37]=2)[CH2:9]1)[C:2]1[CH:7]=[CH:6][CH:5]=[CH:4][CH:3]=1, predict the reactants needed to synthesize it. The reactants are: [CH2:1]([N:8]1[CH2:13][CH2:12][O:11][CH:10]([CH:14]=[CH:15][C:16]2[CH:17]=[C:18]([CH:35]=[C:36](Cl)[CH:37]=2)[CH2:19][O:20][C:21]2[CH:26]=[CH:25][CH:24]=[CH:23][C:22]=2[CH2:27][C:28]([O:30][C:31]([CH3:34])([CH3:33])[CH3:32])=[O:29])[CH2:9]1)[C:2]1[CH:7]=[CH:6][CH:5]=[CH:4][CH:3]=1.[C:39]([O:43][C:44]([NH:46][C@@H:47]([C:49]1[C:50]([F:78])=[C:51](C2C=C(O)C=C(COC3C=CC=CC=3CC(OC(C)(C)C)=O)C=2)[CH:52]=[CH:53][CH:54]=1)[CH3:48])=[O:45])([CH3:42])([CH3:41])[CH3:40]. (5) Given the product [Cl:1][C:2]1[CH:3]=[C:4]2[C:13](=[C:14]3[C:19]=1[CH:18]=[CH:17][CH:16]=[N:15]3)[NH:12][S:11](=[O:20])(=[O:21])[C:10]1[C:5]2=[CH:6][C:7]([C:22]([N:29]2[CH2:30][CH2:31][N:26]([CH3:25])[CH2:27][CH2:28]2)=[O:24])=[CH:8][CH:9]=1, predict the reactants needed to synthesize it. The reactants are: [Cl:1][C:2]1[CH:3]=[C:4]2[C:13](=[C:14]3[C:19]=1[CH:18]=[CH:17][CH:16]=[N:15]3)[NH:12][S:11](=[O:21])(=[O:20])[C:10]1[C:5]2=[CH:6][C:7]([C:22]([OH:24])=O)=[CH:8][CH:9]=1.[CH3:25][N:26]1[CH2:31][CH2:30][NH:29][CH2:28][CH2:27]1.CCN=C=NCCCN(C)C.Cl.C1C=CC2N(O)N=NC=2C=1.